From a dataset of Forward reaction prediction with 1.9M reactions from USPTO patents (1976-2016). Predict the product of the given reaction. (1) Given the reactants [Cl:1][C:2]1[CH:3]=[C:4]([C:12]2[O:16][N:15]=[C:14]([C:17]3[CH:26]=[CH:25][CH:24]=[C:23]4[C:18]=3[CH:19]=[CH:20][N:21]=[C:22]4[CH2:27][CH2:28][C:29]([O:31]C(C)(C)C)=[O:30])[N:13]=2)[CH:5]=[CH:6][C:7]=1[O:8][CH:9]([F:11])[F:10], predict the reaction product. The product is: [Cl:1][C:2]1[CH:3]=[C:4]([C:12]2[O:16][N:15]=[C:14]([C:17]3[CH:26]=[CH:25][CH:24]=[C:23]4[C:18]=3[CH:19]=[CH:20][N:21]=[C:22]4[CH2:27][CH2:28][C:29]([OH:31])=[O:30])[N:13]=2)[CH:5]=[CH:6][C:7]=1[O:8][CH:9]([F:11])[F:10]. (2) Given the reactants [Br:1][C:2]1[CH:3]=[C:4]([S:9]([N:12]([C:14]2[CH:33]=[CH:32][C:17]3[N:18]([CH2:25][CH:26]4[CH2:31][CH2:30][O:29][CH2:28][CH2:27]4)[C:19]([C:21]([CH3:24])([CH3:23])[CH3:22])=[N:20][C:16]=3[CH:15]=2)[CH3:13])(=[O:11])=[O:10])[CH:5]=[N:6][C:7]=1Cl.N.C[N:36]([CH:38]=[O:39])C, predict the reaction product. The product is: [Br:1][C:2]1[CH:3]=[C:4]([S:9]([N:12]([C:14]2[CH:33]=[CH:32][C:17]3[N:18]([CH2:25][CH:26]4[CH2:31][CH2:30][O:29][CH2:28][CH2:27]4)[C:19]([C:21]([CH3:24])([CH3:23])[CH3:22])=[N:20][C:16]=3[CH:15]=2)[CH3:13])(=[O:11])=[O:10])[CH:5]=[N:6][C:7]=1[NH:36][CH:38]=[O:39]. (3) Given the reactants [I:1][C:2]1[CH:7]=[CH:6][C:5]([CH2:8][C:9]([OH:11])=[O:10])=[CH:4][C:3]=1[O:12][CH2:13][C:14]([F:17])([F:16])[F:15].[CH3:18][CH2:19]N=C=NCCCN(C)C.Cl.C(O)C, predict the reaction product. The product is: [CH2:18]([O:10][C:9](=[O:11])[CH2:8][C:5]1[CH:6]=[CH:7][C:2]([I:1])=[C:3]([O:12][CH2:13][C:14]([F:16])([F:15])[F:17])[CH:4]=1)[CH3:19]. (4) Given the reactants [CH3:1][C@H:2]1[CH2:7][NH:6][CH2:5][CH2:4][N:3]1[C:8]([O:10][C:11]([CH3:14])([CH3:13])[CH3:12])=[O:9].CCN(C(C)C)C(C)C.[Br:24][C:25]1[CH:30]=[C:29]([C:31]([F:34])([F:33])[F:32])[CH:28]=[CH:27][C:26]=1[S:35](Cl)(=[O:37])=[O:36].C([O-])(O)=O.[Na+], predict the reaction product. The product is: [Br:24][C:25]1[CH:30]=[C:29]([C:31]([F:33])([F:32])[F:34])[CH:28]=[CH:27][C:26]=1[S:35]([N:6]1[CH2:5][CH2:4][N:3]([C:8]([O:10][C:11]([CH3:13])([CH3:12])[CH3:14])=[O:9])[C@@H:2]([CH3:1])[CH2:7]1)(=[O:37])=[O:36]. (5) The product is: [NH2:1][C@H:2]([CH3:24])[CH2:3][N:4]1[CH:8]=[C:7]([NH:9][C:10]([C:12]2[N:13]=[CH:14][O:15][C:16]=2[C:17]2[CH:18]=[C:19]([CH3:23])[CH:20]=[CH:21][CH:22]=2)=[O:11])[CH:6]=[N:5]1. Given the reactants [NH2:1][CH2:2][CH2:3][N:4]1[CH:8]=[C:7]([NH:9][C:10]([C:12]2[N:13]=[CH:14][O:15][C:16]=2[C:17]2[CH:18]=[C:19]([CH3:23])[CH:20]=[CH:21][CH:22]=2)=[O:11])[CH:6]=[N:5]1.[CH3:24]C1C=CC(S(OC[C@H](NC(OC(C)(C)C)=O)C)(=O)=O)=CC=1, predict the reaction product. (6) Given the reactants [N+:1]([C:4]1[CH:5]=[C:6]([N:23]([C:31]2[N:36]=[C:35]([C:37]([F:40])([F:39])[F:38])[CH:34]=[CH:33][N:32]=2)[C:24](=[O:30])[O:25][C:26]([CH3:29])([CH3:28])[CH3:27])[CH:7]=[C:8]([C:10]2[S:14][C:13]([N:15]3[CH2:21][CH2:20][CH2:19][NH:18][C:17](=[O:22])[CH2:16]3)=[N:12][CH:11]=2)[CH:9]=1)([O-])=O.[Cl-].[NH4+].CN(C=O)C.C(OCC)(=O)C.CCCCCC, predict the reaction product. The product is: [NH2:1][C:4]1[CH:5]=[C:6]([N:23]([C:31]2[N:36]=[C:35]([C:37]([F:38])([F:39])[F:40])[CH:34]=[CH:33][N:32]=2)[C:24](=[O:30])[O:25][C:26]([CH3:28])([CH3:29])[CH3:27])[CH:7]=[C:8]([C:10]2[S:14][C:13]([N:15]3[CH2:21][CH2:20][CH2:19][NH:18][C:17](=[O:22])[CH2:16]3)=[N:12][CH:11]=2)[CH:9]=1. (7) Given the reactants [F:1][C:2]1[CH:3]=[C:4]([CH:12]=[CH:13][CH:14]=1)[O:5][CH2:6][CH2:7][CH2:8][C:9](O)=[O:10].[Cl:15]SCl, predict the reaction product. The product is: [F:1][C:2]1[CH:3]=[C:4]([CH:12]=[CH:13][CH:14]=1)[O:5][CH2:6][CH2:7][CH2:8][C:9]([Cl:15])=[O:10]. (8) Given the reactants [Cl:1][C:2]1[CH:3]=[C:4]([C:14]2[N:15]=[C:16]([CH:27]3[CH2:29][CH2:28]3)[S:17][C:18]=2[C:19]2[CH:24]=[CH:23][N:22]=[C:21]([S:25][CH3:26])[N:20]=2)[C:5]([F:13])=[C:6]([NH:8][S:9]([CH3:12])(=[O:11])=[O:10])[CH:7]=1.C1C=C(Cl)C=C(C(OO)=[O:38])C=1, predict the reaction product. The product is: [Cl:1][C:2]1[CH:3]=[C:4]([C:14]2[N:15]=[C:16]([CH:27]3[CH2:29][CH2:28]3)[S:17][C:18]=2[C:19]2[CH:24]=[CH:23][N:22]=[C:21]([S:25]([CH3:26])=[O:38])[N:20]=2)[C:5]([F:13])=[C:6]([NH:8][S:9]([CH3:12])(=[O:11])=[O:10])[CH:7]=1. (9) The product is: [CH2:1]([O:8][CH2:9][CH2:10][CH:11]1[N:21]2[C:22]3[CH:23]=[CH:24][CH:25]=[C:26]([F:29])[C:27]=3[CH2:28][CH:20]2[C:18]2[N:19]=[C:14]([Cl:13])[CH:15]=[CH:16][C:17]=2[O:12]1)[C:2]1[CH:7]=[CH:6][CH:5]=[CH:4][CH:3]=1. Given the reactants [CH2:1]([O:8][CH2:9][CH2:10][CH:11]=[O:12])[C:2]1[CH:7]=[CH:6][CH:5]=[CH:4][CH:3]=1.[Cl:13][C:14]1[N:19]=[C:18]([CH:20]2[CH2:28][C:27]3[C:22](=[CH:23][CH:24]=[CH:25][C:26]=3[F:29])[NH:21]2)[C:17](O)=[CH:16][CH:15]=1.C([O-])(O)=O.[Na+], predict the reaction product. (10) Given the reactants [C:1]([NH:4][C:5]1[CH:6]=[C:7]([OH:11])[CH:8]=[CH:9][CH:10]=1)(=[O:3])[CH3:2].[Br:12]Br, predict the reaction product. The product is: [Br:12][C:8]1[CH:9]=[CH:10][C:5]([NH:4][C:1](=[O:3])[CH3:2])=[CH:6][C:7]=1[OH:11].